This data is from NCI-60 drug combinations with 297,098 pairs across 59 cell lines. The task is: Regression. Given two drug SMILES strings and cell line genomic features, predict the synergy score measuring deviation from expected non-interaction effect. (1) Drug 1: C1=CC(=CC=C1CCCC(=O)O)N(CCCl)CCCl. Drug 2: CC1=C2C(C(=O)C3(C(CC4C(C3C(C(C2(C)C)(CC1OC(=O)C(C(C5=CC=CC=C5)NC(=O)OC(C)(C)C)O)O)OC(=O)C6=CC=CC=C6)(CO4)OC(=O)C)O)C)O. Cell line: UACC-257. Synergy scores: CSS=15.6, Synergy_ZIP=-7.98, Synergy_Bliss=-4.55, Synergy_Loewe=-11.6, Synergy_HSA=-2.17. (2) Drug 1: CN1CCC(CC1)COC2=C(C=C3C(=C2)N=CN=C3NC4=C(C=C(C=C4)Br)F)OC. Synergy scores: CSS=10.5, Synergy_ZIP=-2.78, Synergy_Bliss=2.62, Synergy_Loewe=-4.35, Synergy_HSA=2.62. Drug 2: CC1=C(C=C(C=C1)NC2=NC=CC(=N2)N(C)C3=CC4=NN(C(=C4C=C3)C)C)S(=O)(=O)N.Cl. Cell line: UACC62. (3) Drug 1: C1CC(=O)NC(=O)C1N2CC3=C(C2=O)C=CC=C3N. Drug 2: C1CN(CCN1C(=O)CCBr)C(=O)CCBr. Cell line: CCRF-CEM. Synergy scores: CSS=32.6, Synergy_ZIP=-4.64, Synergy_Bliss=-1.97, Synergy_Loewe=-30.0, Synergy_HSA=1.01. (4) Drug 1: CC12CCC(CC1=CCC3C2CCC4(C3CC=C4C5=CN=CC=C5)C)O. Drug 2: CNC(=O)C1=CC=CC=C1SC2=CC3=C(C=C2)C(=NN3)C=CC4=CC=CC=N4. Cell line: NCI-H322M. Synergy scores: CSS=-0.155, Synergy_ZIP=0.257, Synergy_Bliss=1.89, Synergy_Loewe=-0.185, Synergy_HSA=0.0134. (5) Drug 1: CCC1=CC2CC(C3=C(CN(C2)C1)C4=CC=CC=C4N3)(C5=C(C=C6C(=C5)C78CCN9C7C(C=CC9)(C(C(C8N6C)(C(=O)OC)O)OC(=O)C)CC)OC)C(=O)OC.C(C(C(=O)O)O)(C(=O)O)O. Drug 2: CN(CCCl)CCCl.Cl. Cell line: SK-OV-3. Synergy scores: CSS=40.8, Synergy_ZIP=-0.0663, Synergy_Bliss=1.01, Synergy_Loewe=-28.8, Synergy_HSA=0.509. (6) Drug 1: C1=NNC2=C1C(=O)NC=N2. Drug 2: C1C(C(OC1N2C=NC(=NC2=O)N)CO)O. Cell line: IGROV1. Synergy scores: CSS=-0.840, Synergy_ZIP=-0.245, Synergy_Bliss=-0.743, Synergy_Loewe=-2.10, Synergy_HSA=-1.92. (7) Drug 1: CS(=O)(=O)C1=CC(=C(C=C1)C(=O)NC2=CC(=C(C=C2)Cl)C3=CC=CC=N3)Cl. Drug 2: C#CCC(CC1=CN=C2C(=N1)C(=NC(=N2)N)N)C3=CC=C(C=C3)C(=O)NC(CCC(=O)O)C(=O)O. Cell line: UACC-257. Synergy scores: CSS=0.789, Synergy_ZIP=0.155, Synergy_Bliss=-0.323, Synergy_Loewe=-3.48, Synergy_HSA=-2.65. (8) Drug 1: C1CN1C2=NC(=NC(=N2)N3CC3)N4CC4. Drug 2: CS(=O)(=O)OCCCCOS(=O)(=O)C. Cell line: TK-10. Synergy scores: CSS=10.8, Synergy_ZIP=-5.23, Synergy_Bliss=0.874, Synergy_Loewe=-6.23, Synergy_HSA=1.47. (9) Drug 1: C1=NC2=C(N1)C(=S)N=CN2. Cell line: HCT116. Drug 2: CS(=O)(=O)OCCCCOS(=O)(=O)C. Synergy scores: CSS=25.2, Synergy_ZIP=-0.922, Synergy_Bliss=2.43, Synergy_Loewe=-17.4, Synergy_HSA=3.77.